This data is from Catalyst prediction with 721,799 reactions and 888 catalyst types from USPTO. The task is: Predict which catalyst facilitates the given reaction. (1) Reactant: IC1C2C(=NC=C(N)C=2)N(S(C2C=CC=CC=2)(=O)=O)C=1.[CH2:21]([O:23][C:24]1[C:32]2[C:27](=[N:28][CH:29]=[C:30]([NH:33][C:34](=[O:50])[C:35]3[C:40]([F:41])=[CH:39][CH:38]=[C:37]([NH:42][S:43]([CH2:46][CH2:47][CH3:48])(=[O:45])=[O:44])[C:36]=3[F:49])[CH:31]=2)[N:26]([S:51]([C:54]2[CH:60]=[CH:59][C:57]([CH3:58])=[CH:56][CH:55]=2)(=[O:53])=[O:52])[CH:25]=1)[CH3:22]. Product: [CH2:21]([O:23][C:24]1[C:32]2[C:27](=[N:28][CH:29]=[C:30]([NH:33][C:34](=[O:50])[C:35]3[C:40]([F:41])=[CH:39][CH:38]=[C:37]([NH:42][S:43]([CH2:46][CH2:47][CH3:48])(=[O:45])=[O:44])[C:36]=3[F:49])[CH:31]=2)[N:26]([S:51]([C:54]2[CH:60]=[CH:59][C:57]([CH3:58])=[CH:56][CH:55]=2)(=[O:52])=[O:53])[CH:25]=1)[CH3:22].[CH2:21]([O:23][C:24]1[C:32]2[C:27](=[N:28][CH:29]=[C:30]([NH:33][C:34](=[O:50])[C:35]3[C:40]([F:41])=[CH:39][CH:38]=[C:37]([NH:42][S:43]([CH2:46][CH2:47][CH3:48])(=[O:45])=[O:44])[C:36]=3[F:49])[CH:31]=2)[NH:26][CH:25]=1)[CH3:22]. The catalyst class is: 5. (2) Reactant: [C:1]1([C:27]2[CH:32]=[CH:31][CH:30]=[CH:29][CH:28]=2)[CH:6]=[CH:5][C:4]([C:7]([N:9]2[CH2:13][C:12](=[N:14][O:15][CH3:16])[CH2:11][C@H:10]2[C:17]2[O:21][N:20]=[C:19]([C:22](OCC)=[O:23])[N:18]=2)=[O:8])=[CH:3][CH:2]=1.[Li+].[OH-].CCN=C=[N:39][CH2:40][CH2:41][CH2:42][N:43]([CH3:45])[CH3:44].Cl.CN(C)CCCN. Product: [C:1]1([C:27]2[CH:28]=[CH:29][CH:30]=[CH:31][CH:32]=2)[CH:2]=[CH:3][C:4]([C:7]([N:9]2[CH2:13][C:12](=[N:14][O:15][CH3:16])[CH2:11][C@H:10]2[C:17]2[O:21][N:20]=[C:19]([C:22]([NH:39][CH2:40][CH2:41][CH2:42][N:43]([CH3:45])[CH3:44])=[O:23])[N:18]=2)=[O:8])=[CH:5][CH:6]=1. The catalyst class is: 677. (3) Reactant: [F:1][C:2]1[CH:3]=[C:4]([CH:15]=[CH:16][CH:17]=1)[O:5][CH2:6][C:7]1[O:11][N:10]=[C:9]([C:12]([OH:14])=O)[CH:8]=1.C(N(CC)CC)C.Cl.C(N=C=NCCCN(C)C)C.ON1C2C=CC=CC=2N=N1.[O:47]1[CH2:52][CH2:51][CH:50]([CH2:53][NH2:54])[CH2:49][CH2:48]1. Product: [O:47]1[CH2:52][CH2:51][CH:50]([CH2:53][NH:54][C:12]([C:9]2[CH:8]=[C:7]([CH2:6][O:5][C:4]3[CH:15]=[CH:16][CH:17]=[C:2]([F:1])[CH:3]=3)[O:11][N:10]=2)=[O:14])[CH2:49][CH2:48]1. The catalyst class is: 408. (4) Reactant: [C:1]([C:3]1[CH:4]=[N:5][C:6]2[C:11]([C:12]=1[OH:13])=[C:10]([O:14][CH:15]1[CH2:20][CH2:19][N:18]([CH3:21])[CH2:17][CH2:16]1)[CH:9]=[C:8](F)[CH:7]=2)#[N:2].CO.C[C:26](C)([O-:28])C.[K+].Cl. Product: [C:1]([C:3]1[CH:4]=[N:5][C:6]2[C:11]([C:12]=1[OH:13])=[C:10]([O:14][CH:15]1[CH2:20][CH2:19][N:18]([CH3:21])[CH2:17][CH2:16]1)[CH:9]=[C:8]([O:28][CH3:26])[CH:7]=2)#[N:2]. The catalyst class is: 58. (5) Reactant: F[C:2]1[CH:7]=[CH:6][CH:5]=[C:4]([N+:8]([O-:10])=[O:9])[CH:3]=1.[OH:11][C:12]1[CH:13]=[N:14][CH:15]=[CH:16][CH:17]=1.C([O-])([O-])=O.[K+].[K+]. Product: [N+:8]([C:4]1[CH:3]=[C:2]([CH:7]=[CH:6][CH:5]=1)[O:11][C:12]1[CH:13]=[N:14][CH:15]=[CH:16][CH:17]=1)([O-:10])=[O:9]. The catalyst class is: 3. (6) Reactant: [C:1]([O:5][C:6]([N:8]1[CH2:17][CH2:16][C:15]2[C:10](=[CH:11][CH:12]=[C:13]([NH:18][C:19]3[N:24]=[C:23]([CH2:25][CH2:26][C:27]4[CH:32]=[CH:31][CH:30]=[CH:29][C:28]=4[CH2:33][C:34]([O-:36])=O)[C:22]([C:37]([F:40])([F:39])[F:38])=[CH:21][N:20]=3)[CH:14]=2)[CH2:9]1)=[O:7])([CH3:4])([CH3:3])[CH3:2].[Li+].C[N:43](C(ON1N=NC2C=CC=NC1=2)=[N+](C)C)C.F[P-](F)(F)(F)(F)F.C(=O)([O-])[O-].[NH4+].[NH4+].CCN(C(C)C)C(C)C.C(=O)(O)[O-].[Na+]. Product: [NH2:43][C:34](=[O:36])[CH2:33][C:28]1[CH:29]=[CH:30][CH:31]=[CH:32][C:27]=1[CH2:26][CH2:25][C:23]1[C:22]([C:37]([F:39])([F:38])[F:40])=[CH:21][N:20]=[C:19]([NH:18][C:13]2[CH:14]=[C:15]3[C:10](=[CH:11][CH:12]=2)[CH2:9][N:8]([C:6]([O:5][C:1]([CH3:2])([CH3:4])[CH3:3])=[O:7])[CH2:17][CH2:16]3)[N:24]=1. The catalyst class is: 18. (7) Reactant: [Cl-].[CH2:2]([O:4][CH:5]([P+](C1C=CC=CC=1)(C1C=CC=CC=1)C1C=CC=CC=1)[C:6]([O:8][CH2:9][CH3:10])=[O:7])[CH3:3].CN(C)C(=N)N(C)C.[CH:38]([C:40]1[CH:48]=[CH:47][CH:46]=[C:45]2[C:41]=1[CH:42]=[CH:43][NH:44]2)=O. Product: [CH2:9]([O:8][C:6](=[O:7])/[C:5](/[O:4][CH2:2][CH3:3])=[CH:38]/[C:40]1[CH:48]=[CH:47][CH:46]=[C:45]2[C:41]=1[CH:42]=[CH:43][NH:44]2)[CH3:10]. The catalyst class is: 4. (8) Reactant: [C:1](O)(=O)[CH2:2][CH2:3][CH2:4][CH2:5][CH2:6][CH2:7][CH2:8][CH2:9][CH2:10][CH2:11][CH3:12].C(Cl)(=O)C([Cl:18])=O. Product: [CH2:1]([Cl:18])[CH2:2][CH2:3][CH2:4][CH2:5][CH2:6][CH2:7][CH2:8][CH2:9][CH2:10][CH2:11][CH3:12]. The catalyst class is: 120.